Dataset: Catalyst prediction with 721,799 reactions and 888 catalyst types from USPTO. Task: Predict which catalyst facilitates the given reaction. Reactant: [Br:1][C:2]1[CH:11]=[C:10]2[C:5]([N:6]=[CH:7][C:8]3[N:9]2[C:12]([CH:15]2[CH2:20][CH2:19][NH:18][CH2:17][CH2:16]2)=[N:13][N:14]=3)=[CH:4][CH:3]=1.[OH:21][C@@H:22]([CH3:26])[C:23](O)=[O:24].CN(C(ON1N=NC2C=CC=NC1=2)=[N+](C)C)C.F[P-](F)(F)(F)(F)F.CCN(C(C)C)C(C)C. Product: [Br:1][C:2]1[CH:11]=[C:10]2[C:5]([N:6]=[CH:7][C:8]3[N:9]2[C:12]([CH:15]2[CH2:20][CH2:19][N:18]([C:23](=[O:24])[C@@H:22]([OH:21])[CH3:26])[CH2:17][CH2:16]2)=[N:13][N:14]=3)=[CH:4][CH:3]=1. The catalyst class is: 3.